From a dataset of Reaction yield outcomes from USPTO patents with 853,638 reactions. Predict the reaction yield, written as a fraction of the theoretical maximum amount of product (1.0 means a 100% yield; for example, 0.34 means a 34% yield). The reactants are [C:1]([O:5][C:6]([N:8]1[CH2:15][CH2:14][CH:13]2[CH:10]([NH:11][CH2:12]2)[CH2:9]1)=[O:7])([CH3:4])([CH3:3])[CH3:2].[C:16]1([C:25]2[CH:30]=[CH:29][CH:28]=[CH:27][CH:26]=2)[C:17]([C:22](Cl)=[O:23])=[CH:18][CH:19]=[CH:20][CH:21]=1.C(N(CC)CC)C. The catalyst is C(Cl)Cl. The product is [C:1]([O:5][C:6]([N:8]1[CH2:15][CH2:14][CH:13]2[CH:10]([N:11]([C:22]([C:17]3[C:16]([C:25]4[CH:30]=[CH:29][CH:28]=[CH:27][CH:26]=4)=[CH:21][CH:20]=[CH:19][CH:18]=3)=[O:23])[CH2:12]2)[CH2:9]1)=[O:7])([CH3:4])([CH3:2])[CH3:3]. The yield is 0.686.